Dataset: Full USPTO retrosynthesis dataset with 1.9M reactions from patents (1976-2016). Task: Predict the reactants needed to synthesize the given product. The reactants are: [C:1]([O:5][C:6]([NH:8][C:9]1[O:17][C:16]2[C:11](=[N:12][CH:13]=[C:14]([C:18]3[CH2:19][CH2:20][O:21][CH2:22][CH:23]=3)[CH:15]=2)[C:10]=1[C:24]([O:26][CH2:27][CH3:28])=[O:25])=[O:7])([CH3:4])([CH3:3])[CH3:2]. Given the product [C:1]([O:5][C:6]([NH:8][C:9]1[O:17][C:16]2[C:11](=[N:12][CH:13]=[C:14]([CH:18]3[CH2:19][CH2:20][O:21][CH2:22][CH2:23]3)[CH:15]=2)[C:10]=1[C:24]([O:26][CH2:27][CH3:28])=[O:25])=[O:7])([CH3:4])([CH3:3])[CH3:2], predict the reactants needed to synthesize it.